From a dataset of Forward reaction prediction with 1.9M reactions from USPTO patents (1976-2016). Predict the product of the given reaction. (1) Given the reactants [NH2:1][C:2]1[CH:7]=[CH:6][N:5]=[CH:4][N:3]=1.C1N2CCN(CC2)C1.[O:16]=[C:17]1[CH2:22][N:21]([C:23](=[O:28])[C:24]([F:27])([F:26])[F:25])[CH2:20][CH2:19][N:18]1[C:29]1[CH:34]=[CH:33][C:32]([S:35](Cl)(=[O:37])=[O:36])=[CH:31][CH:30]=1, predict the reaction product. The product is: [O:16]=[C:17]1[CH2:22][N:21]([C:23](=[O:28])[C:24]([F:26])([F:25])[F:27])[CH2:20][CH2:19][N:18]1[C:29]1[CH:30]=[CH:31][C:32]([S:35]([NH:1][C:2]2[CH:7]=[CH:6][N:5]=[CH:4][N:3]=2)(=[O:37])=[O:36])=[CH:33][CH:34]=1. (2) Given the reactants [CH3:1][C:2]1([CH3:27])[CH2:7][C:6]([CH3:9])([CH3:8])[CH2:5][CH:4]([C:10]2[CH:15]=[CH:14][CH:13]=[CH:12][C:11]=2[N:16]2[CH2:21][CH2:20][N:19]([CH2:22][C:23](=O)[CH2:24][CH3:25])[CH2:18][CH2:17]2)[CH2:3]1.COCCOC.C1(C)C=CC(S([CH2:43][N+:44]#[C-])(=O)=O)=CC=1.CC(C)([O-])C.[K+].[Cl-:53].[Na+].O, predict the reaction product. The product is: [ClH:53].[CH3:1][C:2]1([CH3:27])[CH2:7][C:6]([CH3:9])([CH3:8])[CH2:5][CH:4]([C:10]2[CH:15]=[CH:14][CH:13]=[CH:12][C:11]=2[N:16]2[CH2:21][CH2:20][N:19]([CH2:22][CH:23]([CH2:24][CH3:25])[C:43]#[N:44])[CH2:18][CH2:17]2)[CH2:3]1. (3) The product is: [CH2:29]([O:28][C:26]([C:2]1[CH:7]=[CH:6][C:5]([CH2:8][C@H:9]([NH:13][C:14](=[O:20])[O:15][C:16]([CH3:19])([CH3:18])[CH3:17])[CH2:10][CH2:11][OH:12])=[CH:4][CH:3]=1)=[CH2:27])[CH3:30]. Given the reactants Br[C:2]1[CH:7]=[CH:6][C:5]([CH2:8][C@H:9]([NH:13][C:14](=[O:20])[O:15][C:16]([CH3:19])([CH3:18])[CH3:17])[CH2:10][CH2:11][OH:12])=[CH:4][CH:3]=1.C([Sn](CCCC)(CCCC)[C:26]([O:28][CH2:29][CH3:30])=[CH2:27])CCC, predict the reaction product. (4) Given the reactants FC(F)(F)S(O[C:7]1[CH:12]=[CH:11][C:10]([C:13]2[C:17]3[CH:18]=[C:19]([C:22]4[O:23][C:24]([CH3:27])=[N:25][N:26]=4)[CH:20]=[CH:21][C:16]=3[O:15][CH:14]=2)=[CH:9][CH:8]=1)(=O)=O.[P:30]([O-:35])([O:33][CH3:34])[O:31][CH3:32].C(N(CC)C(C)C)(C)C, predict the reaction product. The product is: [CH3:27][C:24]1[O:23][C:22]([C:19]2[CH:20]=[CH:21][C:16]3[O:15][CH:14]=[C:13]([C:10]4[CH:11]=[CH:12][C:7]([P:30](=[O:35])([O:33][CH3:34])[O:31][CH3:32])=[CH:8][CH:9]=4)[C:17]=3[CH:18]=2)=[N:26][N:25]=1. (5) Given the reactants Br[C:2]1[CH:7]=[CH:6][CH:5]=[C:4]([CH:8]=[CH:9][C:10]2[N:11]([CH3:21])[CH:12]=[C:13]([C:15]3[CH:20]=[CH:19][CH:18]=[CH:17][CH:16]=3)[N:14]=2)[N:3]=1.[C:22]([Zn])#[N:23], predict the reaction product. The product is: [CH3:21][N:11]1[CH:12]=[C:13]([C:15]2[CH:20]=[CH:19][CH:18]=[CH:17][CH:16]=2)[N:14]=[C:10]1[CH:9]=[CH:8][C:4]1[N:3]=[C:2]([C:22]#[N:23])[CH:7]=[CH:6][CH:5]=1.